From a dataset of TCR-epitope binding with 47,182 pairs between 192 epitopes and 23,139 TCRs. Binary Classification. Given a T-cell receptor sequence (or CDR3 region) and an epitope sequence, predict whether binding occurs between them. (1) The epitope is RTLNAWVKV. The TCR CDR3 sequence is CASSLVRGRDHEQFF. Result: 0 (the TCR does not bind to the epitope). (2) The epitope is LPPAYTNSF. The TCR CDR3 sequence is CASSPQVGGLASEQYF. Result: 0 (the TCR does not bind to the epitope). (3) The epitope is VLWAHGFEL. The TCR CDR3 sequence is CASSFGWGYGTEAFF. Result: 1 (the TCR binds to the epitope).